From a dataset of Full USPTO retrosynthesis dataset with 1.9M reactions from patents (1976-2016). Predict the reactants needed to synthesize the given product. (1) Given the product [CH3:12][O:13][CH2:14][CH2:15][CH2:16][NH:17][C:2]1[CH:3]=[C:4]([OH:11])[CH:5]=[CH:6][C:7]=1[N+:8]([O-:10])=[O:9], predict the reactants needed to synthesize it. The reactants are: F[C:2]1[CH:3]=[C:4]([OH:11])[CH:5]=[CH:6][C:7]=1[N+:8]([O-:10])=[O:9].[CH3:12][O:13][CH2:14][CH2:15][CH2:16][NH2:17]. (2) Given the product [NH2:1][CH2:2][C:3]([NH:5][CH2:6][C:7]([NH:9][CH2:10][C:11]([NH:13][CH2:14][C:15]([NH:17][C@H:18]([C:23]([OH:25])=[O:24])[CH2:19][CH:20]([CH3:22])[CH3:21])=[O:16])=[O:12])=[O:8])=[O:4].[CH3:33][N:34]1[C@@H:51]2[CH2:52][C:39]3[CH:40]=[CH:41][C:42]([O:53][CH3:54])=[C:43]4[O:44][C@H:45]5[C:46]([CH2:48][CH2:49][C@@H:50]2[C@:37]5([C:38]=34)[CH2:36][CH2:35]1)=[O:47], predict the reactants needed to synthesize it. The reactants are: [NH:1](C(OC(C)(C)C)=O)[CH2:2][C:3]([NH:5][CH2:6][C:7]([NH:9][CH2:10][C:11]([NH:13][CH2:14][C:15]([NH:17][C@H:18]([C:23]([OH:25])=[O:24])[CH2:19][CH:20]([CH3:22])[CH3:21])=[O:16])=[O:12])=[O:8])=[O:4].[CH3:33][N:34]1[C@@H:51]2[CH2:52][C:39]3[CH:40]=[CH:41][C:42]([O:53][CH3:54])=[C:43]4[O:44][C@H:45]5[C:46]([CH2:48][CH2:49][C@@H:50]2[C@:37]5([C:38]=34)[CH2:36][CH2:35]1)=[O:47].Cl. (3) Given the product [F:1][C:2]1[CH:7]=[CH:6][C:5]([S:8]([CH:9]([C:20]2[C:25]([F:26])=[CH:24][CH:23]=[C:22]([F:27])[C:21]=2[F:28])[C:10]2[C:11]([CH3:19])=[CH:12][C:13]([C:16]([NH2:18])=[O:17])=[N:14][CH:15]=2)=[O:37])=[CH:4][CH:3]=1, predict the reactants needed to synthesize it. The reactants are: [F:1][C:2]1[CH:7]=[CH:6][C:5]([S:8][CH:9]([C:20]2[C:25]([F:26])=[CH:24][CH:23]=[C:22]([F:27])[C:21]=2[F:28])[C:10]2[C:11]([CH3:19])=[CH:12][C:13]([C:16]([NH2:18])=[O:17])=[N:14][CH:15]=2)=[CH:4][CH:3]=1.ClC1C=CC=C(C(OO)=[O:37])C=1. (4) Given the product [C:24]([O:28][C:29]([N:31]1[CH2:36][CH2:35][N:34]([C:15]([C:12]2[CH:13]=[CH:14][N:10]([C:7]3[CH:6]=[CH:5][C:4]([N+:1]([O-:3])=[O:2])=[CH:9][CH:8]=3)[C:11]=2[C:18]2[CH:19]=[CH:20][CH:21]=[CH:22][CH:23]=2)=[O:16])[CH:33]([CH2:37][C:38]2[CH:39]=[CH:40][CH:41]=[CH:42][CH:43]=2)[CH2:32]1)=[O:30])([CH3:27])([CH3:25])[CH3:26], predict the reactants needed to synthesize it. The reactants are: [N+:1]([C:4]1[CH:9]=[CH:8][C:7]([N:10]2[CH:14]=[CH:13][C:12]([C:15](O)=[O:16])=[C:11]2[C:18]2[CH:23]=[CH:22][CH:21]=[CH:20][CH:19]=2)=[CH:6][CH:5]=1)([O-:3])=[O:2].[C:24]([O:28][C:29]([N:31]1[CH2:36][CH2:35][NH:34][CH:33]([CH2:37][C:38]2[CH:43]=[CH:42][CH:41]=[CH:40][CH:39]=2)[CH2:32]1)=[O:30])([CH3:27])([CH3:26])[CH3:25].CCN=C=NCCCN(C)C.Cl.C1C=CC2N(O)N=NC=2C=1.C(=O)(O)[O-].[Na+]. (5) Given the product [CH2:3]([O:5][C:6](=[O:14])[C:7]([S:10]([N:18]1[CH2:19][CH2:23][CH2:22]1)=[O:28])([CH3:8])[CH3:9])[CH3:4], predict the reactants needed to synthesize it. The reactants are: ClCl.[CH2:3]([O:5][C:6](=[O:14])[C:7]([S:10]C(=O)C)([CH3:9])[CH3:8])[CH3:4].C([N:18]([CH2:22][CH3:23])[CH:19](C)C)(C)C.N1CCC1.[OH2:28]. (6) The reactants are: Cl.Cl[CH2:3][CH2:4][N:5]1[CH2:9][CH2:8][CH2:7][CH2:6]1.C(=O)([O-])[O-].[K+].[K+].CN(C=O)C.[Br:21][C:22]1[CH:23]=[C:24]2[C:29](=[CH:30][CH:31]=1)[CH:28]=[C:27]([OH:32])[CH:26]=[CH:25]2. Given the product [Br:21][C:22]1[CH:23]=[C:24]2[C:29](=[CH:30][CH:31]=1)[CH:28]=[C:27]([O:32][CH2:3][CH2:4][N:5]1[CH2:9][CH2:8][CH2:7][CH2:6]1)[CH:26]=[CH:25]2, predict the reactants needed to synthesize it.